This data is from Reaction yield outcomes from USPTO patents with 853,638 reactions. The task is: Predict the reaction yield, written as a fraction of the theoretical maximum amount of product (1.0 means a 100% yield; for example, 0.34 means a 34% yield). (1) The product is [CH:17]([C:5]1[CH:4]=[C:3]([O:20][CH3:21])[C:2]([N:1]=[C:29]=[S:30])=[CH:16][C:6]=1[O:7][C:8]1[C:9]([NH2:15])=[N:10][C:11]([NH2:14])=[N:12][CH:13]=1)([CH3:19])[CH3:18]. The reactants are [NH2:1][C:2]1[C:3]([O:20][CH3:21])=[CH:4][C:5]([CH:17]([CH3:19])[CH3:18])=[C:6]([CH:16]=1)[O:7][C:8]1[C:9]([NH2:15])=[N:10][C:11]([NH2:14])=[N:12][CH:13]=1.C(O)(C(F)(F)F)=O.[C:29](Cl)(Cl)=[S:30].[OH-].[Na+]. The yield is 0.360. The catalyst is O. (2) The reactants are [CH3:1][O:2][C:3]1[C:12]2[C:7](=[CH:8][CH:9]=[CH:10][CH:11]=2)[C:6]([O:13][CH3:14])=[CH:5][C:4]=1[O:15][CH3:16].[Li]CCCC.CN([CH:25]=[O:26])C. The catalyst is C1COCC1. The product is [CH3:14][O:13][C:6]1[C:7]2[C:12](=[CH:11][CH:10]=[CH:9][CH:8]=2)[C:3]([O:2][CH3:1])=[C:4]([O:15][CH3:16])[C:5]=1[CH:25]=[O:26]. The yield is 0.890. (3) The reactants are [NH2:1][C:2]1[C:3]2[C:10](I)=[CH:9][N:8]([CH:12]3[C:16]([CH3:18])([OH:17])[CH:15]([OH:19])[CH:14]([CH2:20][OH:21])[O:13]3)[C:4]=2[N:5]=[CH:6][N:7]=1.NC1C2C(I)=CN([C@H]3[C@](C)(O)C(O)C(CO)O3)C=2N=CN=1.CC1(C)C(C)(C)OB([C:51]2[S:55][CH:54]=[C:53]([C:56]([O:58][CH3:59])=[O:57])[CH:52]=2)O1.CC([O-])=O.[K+]. The catalyst is O1CCOCC1.O.C1C=CC([P]([Pd]([P](C2C=CC=CC=2)(C2C=CC=CC=2)C2C=CC=CC=2)([P](C2C=CC=CC=2)(C2C=CC=CC=2)C2C=CC=CC=2)[P](C2C=CC=CC=2)(C2C=CC=CC=2)C2C=CC=CC=2)(C2C=CC=CC=2)C2C=CC=CC=2)=CC=1. The product is [NH2:1][C:2]1[C:3]2[C:10]([C:51]3[S:55][CH:54]=[C:53]([C:56]([O:58][CH3:59])=[O:57])[CH:52]=3)=[CH:9][N:8]([C@H:12]3[C@@:16]([OH:17])([CH3:18])[CH:15]([OH:19])[CH:14]([CH2:20][OH:21])[O:13]3)[C:4]=2[N:5]=[CH:6][N:7]=1. The yield is 0.600.